From a dataset of Catalyst prediction with 721,799 reactions and 888 catalyst types from USPTO. Predict which catalyst facilitates the given reaction. (1) Reactant: [CH2:1]([O:3][C:4]1[O:8][C:7]([C:9]2[CH:14]=[CH:13][C:12]([O:15][CH3:16])=[CH:11][CH:10]=2)=[N:6][C:5]=1[C:17]([NH2:19])=O)[CH3:2].COC1C=CC(P2(SP(C3C=CC(OC)=CC=3)(=S)S2)=[S:29])=CC=1. Product: [NH2:19][C:17]1[S:29][C:7]([C:9]2[CH:14]=[CH:13][C:12]([O:15][CH3:16])=[CH:11][CH:10]=2)=[N:6][C:5]=1[C:4]([O:3][CH2:1][CH3:2])=[O:8]. The catalyst class is: 1. (2) Reactant: [F-].C([N+](CCCC)(CCCC)CCCC)CCC.[CH3:19][O:20][C:21]([C:23]1[N:24]([C:56]2[CH:61]=[CH:60][CH:59]=[CH:58][CH:57]=2)[C:25]2[C:30]([C:31](=[O:54])[C:32]=1[CH2:33][C:34]1[CH:39]=[CH:38][C:37]([S:40](=[O:53])(=[O:52])[NH:41][CH2:42][CH2:43][O:44][Si](C(C)(C)C)(C)C)=[CH:36][CH:35]=1)=[CH:29][CH:28]=[C:27]([Cl:55])[CH:26]=2)=[O:22]. Product: [CH3:19][O:20][C:21]([C:23]1[N:24]([C:56]2[CH:61]=[CH:60][CH:59]=[CH:58][CH:57]=2)[C:25]2[C:30]([C:31](=[O:54])[C:32]=1[CH2:33][C:34]1[CH:35]=[CH:36][C:37]([S:40](=[O:52])(=[O:53])[NH:41][CH2:42][CH2:43][OH:44])=[CH:38][CH:39]=1)=[CH:29][CH:28]=[C:27]([Cl:55])[CH:26]=2)=[O:22]. The catalyst class is: 1.